From a dataset of Full USPTO retrosynthesis dataset with 1.9M reactions from patents (1976-2016). Predict the reactants needed to synthesize the given product. Given the product [Br:1][C:55]1[CH:56]=[C:57]2[C:49]([C:47]([C:46]3[C:41]([F:40])=[C:42]([NH:59][S:60]([CH2:63][CH2:64][CH3:65])(=[O:62])=[O:61])[CH:43]=[CH:44][CH:45]=3)=[O:48])=[CH:50][NH:51][C:52]2=[N:53][CH:54]=1, predict the reactants needed to synthesize it. The reactants are: [Br:1]C1C=C2C(=CC=1)NN=C2.ClC1C=C2C(=NC=1)NC=C2.FC1C=C2C(=NC=1)NC=C2.N1C2C(=CC=CN=2)C=C1.[F:40][C:41]1[C:46]([C:47]([C:49]2[C:57]3[C:52](=[N:53][CH:54]=[C:55](F)[CH:56]=3)[NH:51][CH:50]=2)=[O:48])=[CH:45][CH:44]=[CH:43][C:42]=1[NH:59][S:60]([CH2:63][CH2:64][CH3:65])(=[O:62])=[O:61].